From a dataset of NCI-60 drug combinations with 297,098 pairs across 59 cell lines. Regression. Given two drug SMILES strings and cell line genomic features, predict the synergy score measuring deviation from expected non-interaction effect. (1) Drug 1: CC=C1C(=O)NC(C(=O)OC2CC(=O)NC(C(=O)NC(CSSCCC=C2)C(=O)N1)C(C)C)C(C)C. Drug 2: CN(C(=O)NC(C=O)C(C(C(CO)O)O)O)N=O. Cell line: EKVX. Synergy scores: CSS=15.1, Synergy_ZIP=-5.45, Synergy_Bliss=-2.76, Synergy_Loewe=-34.6, Synergy_HSA=-2.23. (2) Drug 2: C1=NC2=C(N=C(N=C2N1C3C(C(C(O3)CO)O)F)Cl)N. Synergy scores: CSS=-8.49, Synergy_ZIP=5.32, Synergy_Bliss=3.52, Synergy_Loewe=-0.764, Synergy_HSA=-3.39. Drug 1: CCC1(CC2CC(C3=C(CCN(C2)C1)C4=CC=CC=C4N3)(C5=C(C=C6C(=C5)C78CCN9C7C(C=CC9)(C(C(C8N6C)(C(=O)OC)O)OC(=O)C)CC)OC)C(=O)OC)O.OS(=O)(=O)O. Cell line: HT29.